This data is from Catalyst prediction with 721,799 reactions and 888 catalyst types from USPTO. The task is: Predict which catalyst facilitates the given reaction. Reactant: [C:1]([C:3]1[CH:4]=[C:5]([C:13]([OH:15])=O)[CH:6]=[N:7][C:8]=1[NH:9][CH2:10][CH2:11][CH3:12])#[N:2].CCN(C(C)C)C(C)C.O[NH:26][C:27](=[NH:46])[C:28]1[CH:45]=[CH:44][C:31]2[CH2:32][CH2:33][N:34]([C:37]([O:39][C:40]([CH3:43])([CH3:42])[CH3:41])=[O:38])[CH2:35][CH2:36][C:30]=2[CH:29]=1.CN(C(ON1N=NC2C=CC=NC1=2)=[N+](C)C)C.F[P-](F)(F)(F)(F)F. Product: [C:1]([C:3]1[CH:4]=[C:5]([C:13]2[O:15][N:26]=[C:27]([C:28]3[CH:45]=[CH:44][C:31]4[CH2:32][CH2:33][N:34]([C:37]([O:39][C:40]([CH3:41])([CH3:42])[CH3:43])=[O:38])[CH2:35][CH2:36][C:30]=4[CH:29]=3)[N:46]=2)[CH:6]=[N:7][C:8]=1[NH:9][CH2:10][CH2:11][CH3:12])#[N:2]. The catalyst class is: 3.